Dataset: Forward reaction prediction with 1.9M reactions from USPTO patents (1976-2016). Task: Predict the product of the given reaction. (1) Given the reactants [CH2:1]([O:3][C:4]([C:6]1[C:7]([CH3:22])=[CH:8][C:9]([N:13]2[CH2:18][CH2:17][CH:16]([C:19]([OH:21])=O)[CH2:15][CH2:14]2)=[N:10][C:11]=1[CH3:12])=[O:5])[CH3:2].[Cl:23][C:24]1[S:28][C:27]([S:29]([NH2:32])(=[O:31])=[O:30])=[CH:26][CH:25]=1.C1C=CC2N(O)N=NC=2C=1.CCN=C=NCCCN(C)C.CCN(C(C)C)C(C)C, predict the reaction product. The product is: [Cl:23][C:24]1[S:28][C:27]([S:29]([NH:32][C:19]([CH:16]2[CH2:15][CH2:14][N:13]([C:9]3[CH:8]=[C:7]([CH3:22])[C:6]([C:4]([O:3][CH2:1][CH3:2])=[O:5])=[C:11]([CH3:12])[N:10]=3)[CH2:18][CH2:17]2)=[O:21])(=[O:31])=[O:30])=[CH:26][CH:25]=1. (2) Given the reactants [CH:1]1([N:4]2[C:13]3[C:8](=[C:9]([CH3:17])[C:10]([F:16])=[C:11](F)[C:12]=3[CH3:14])[C:7](=[O:18])[NH:6][C:5]2=[O:19])[CH2:3][CH2:2]1.CN(C)C(N(C)C)=N.[C:28]([O:32][C:33](=[O:42])[NH:34][C@H:35]([C@@H:37]1[CH2:41][CH2:40][NH:39][CH2:38]1)[CH3:36])([CH3:31])([CH3:30])[CH3:29], predict the reaction product. The product is: [C:28]([O:32][C:33](=[O:42])[NH:34][C@H:35]([C@@H:37]1[CH2:41][CH2:40][N:39]([C:11]2[C:12]([CH3:14])=[C:13]3[C:8]([C:7](=[O:18])[NH:6][C:5](=[O:19])[N:4]3[CH:1]3[CH2:3][CH2:2]3)=[C:9]([CH3:17])[C:10]=2[F:16])[CH2:38]1)[CH3:36])([CH3:29])([CH3:30])[CH3:31]. (3) Given the reactants [CH2:1]([O:4][P:5]([O:11][CH2:12][C:13]1[CH:21]=[CH:20][CH:19]=[CH:18][C:14]=1C(O)=O)([O:7][CH2:8][CH:9]=[CH2:10])=[O:6])[CH:2]=[CH2:3].[C:22]([Cl:27])(=[O:26])C(Cl)=O.CN(C)[CH:30]=[O:31].[O:33]1CC[CH2:35][CH2:34]1, predict the reaction product. The product is: [C:34]([O:31][CH2:30][C:19]1[CH:18]=[CH:14][C:13]([CH2:12][O:11][P:5]([O:4][CH2:1][CH:2]=[CH2:3])([O:7][CH2:8][CH:9]=[CH2:10])=[O:6])=[CH:21][C:20]=1[C:22]([Cl:27])=[O:26])(=[O:33])[CH3:35]. (4) Given the reactants [Cl:1][C:2]1[CH:3]=[C:4]([CH:18]=[CH:19][C:20]=1[Cl:21])[CH2:5][NH:6][C:7]1[CH:8]=[CH:9][C:10]2[N:11]([C:13]([NH2:17])=[C:14]([CH3:16])[N:15]=2)[N:12]=1.[C:22](Cl)(=[O:29])[C:23]1[CH:28]=[CH:27][CH:26]=[CH:25][CH:24]=1, predict the reaction product. The product is: [Cl:1][C:2]1[CH:3]=[C:4]([CH:18]=[CH:19][C:20]=1[Cl:21])[CH2:5][NH:6][C:7]1[CH:8]=[CH:9][C:10]2[N:11]([C:13]([NH:17][C:22](=[O:29])[C:23]3[CH:28]=[CH:27][CH:26]=[CH:25][CH:24]=3)=[C:14]([CH3:16])[N:15]=2)[N:12]=1.